This data is from Full USPTO retrosynthesis dataset with 1.9M reactions from patents (1976-2016). The task is: Predict the reactants needed to synthesize the given product. (1) Given the product [CH2:18]([O:17][C:15]([C:14]1[C:20]([CH3:22])=[CH:21][C:11]([N:8]2[CH2:9][CH2:10][CH:5]([C:3]([OH:4])=[O:2])[CH2:6][CH2:7]2)=[N:12][C:13]=1[CH3:23])=[O:16])[CH3:19], predict the reactants needed to synthesize it. The reactants are: C[O:2][C:3]([CH:5]1[CH2:10][CH2:9][N:8]([C:11]2[CH:21]=[C:20]([CH3:22])[C:14]([C:15]([O:17][CH2:18][CH3:19])=[O:16])=[C:13]([CH3:23])[N:12]=2)[CH2:7][CH2:6]1)=[O:4].[OH-].[Na+]. (2) Given the product [CH3:29][C:30]1([NH:34][C:15]([C:14]2[CH:18]=[CH:19][N:20]=[CH:21][C:13]=2[NH:12][C:10]([C:8]2[C:7]([NH:22][C:23]3[CH:24]=[N:25][CH:26]=[N:27][CH:28]=3)=[N:6][CH:5]=[C:4]([CH:1]3[CH2:2][CH2:3]3)[N:9]=2)=[O:11])=[O:16])[CH2:33][O:32][CH2:31]1, predict the reactants needed to synthesize it. The reactants are: [CH:1]1([C:4]2[N:9]=[C:8]([C:10]([NH:12][C:13]3[CH:21]=[N:20][CH:19]=[CH:18][C:14]=3[C:15](O)=[O:16])=[O:11])[C:7]([NH:22][C:23]3[CH:24]=[N:25][CH:26]=[N:27][CH:28]=3)=[N:6][CH:5]=2)[CH2:3][CH2:2]1.[CH3:29][C:30]1([NH2:34])[CH2:33][O:32][CH2:31]1. (3) Given the product [C:1]1([N:7]2[CH2:8][C:9](=[O:11])[O:15][C:13](=[O:14])[CH2:12]2)[CH:2]=[CH:3][CH:4]=[CH:5][CH:6]=1, predict the reactants needed to synthesize it. The reactants are: [C:1]1([N:7]([CH2:12][C:13]([OH:15])=[O:14])[CH2:8][C:9]([OH:11])=O)[CH:6]=[CH:5][CH:4]=[CH:3][CH:2]=1.C1(C)C=CC=CC=1.C(OC(=O)C)(=O)C. (4) Given the product [CH:1]1([CH2:6][CH:7]([C:16]2[CH:21]=[CH:20][C:19]([OH:22])=[C:18]([F:24])[CH:17]=2)[C:8]([NH:10][C:11]2[S:12][CH:13]=[CH:14][N:15]=2)=[O:9])[CH2:5][CH2:4][CH2:3][CH2:2]1, predict the reactants needed to synthesize it. The reactants are: [CH:1]1([CH2:6][CH:7]([C:16]2[CH:21]=[CH:20][C:19]([O:22]C)=[C:18]([F:24])[CH:17]=2)[C:8]([NH:10][C:11]2[S:12][CH:13]=[CH:14][N:15]=2)=[O:9])[CH2:5][CH2:4][CH2:3][CH2:2]1.B(Br)(Br)Br. (5) Given the product [OH:2][CH2:26][CH2:25][CH2:24][CH2:23][C@H:22]([NH:27][C:28](=[O:29])[O:30][C:31]([CH3:34])([CH3:33])[CH3:32])[CH2:21][OH:36], predict the reactants needed to synthesize it. The reactants are: C[O:2]CCO[AlH2-]OCCOC.[Na+].C1(C)C=CC=CC=1.C[C:21]([O-:36])([O-])[C@@H:22]([NH:27][C:28]([O:30][C:31]([CH3:34])([CH3:33])[CH3:32])=[O:29])[CH2:23][CH2:24][CH2:25][CH3:26]. (6) Given the product [Br:13][C:14]1[C:15]([CH3:37])=[C:16]([C:21]2[C:22](=[O:36])[NH:23][C:24]3([CH2:25][CH2:26][C:27](=[O:28])[CH2:32][CH2:33]3)[C:34]=2[OH:35])[C:17]([CH3:20])=[CH:18][CH:19]=1, predict the reactants needed to synthesize it. The reactants are: O.C1(C)C=CC(S(O)(=O)=O)=CC=1.[Br:13][C:14]1[C:15]([CH3:37])=[C:16]([C:21]2[C:22](=[O:36])[NH:23][C:24]3([C:34]=2[OH:35])[CH2:33][CH2:32][C:27]2(OCC[O:28]2)[CH2:26][CH2:25]3)[C:17]([CH3:20])=[CH:18][CH:19]=1. (7) Given the product [CH2:1]([NH:4][C:5]1[CH:6]=[CH:7][CH:8]=[C:9]([CH2:11][NH2:13])[N:10]=1)[CH3:2], predict the reactants needed to synthesize it. The reactants are: [C:1]([NH:4][C:5]1[N:10]=[C:9]([C:11]([NH2:13])=O)[CH:8]=[CH:7][CH:6]=1)(=O)[CH3:2].[H-].[H-].[H-].[H-].[Li+].[Al+3].[OH-].[Na+].